Dataset: NCI-60 drug combinations with 297,098 pairs across 59 cell lines. Task: Regression. Given two drug SMILES strings and cell line genomic features, predict the synergy score measuring deviation from expected non-interaction effect. Drug 1: CC1=C2C(C(=O)C3(C(CC4C(C3C(C(C2(C)C)(CC1OC(=O)C(C(C5=CC=CC=C5)NC(=O)OC(C)(C)C)O)O)OC(=O)C6=CC=CC=C6)(CO4)OC(=O)C)OC)C)OC. Drug 2: C1CN(P(=O)(OC1)NCCCl)CCCl. Cell line: HCT-15. Synergy scores: CSS=71.5, Synergy_ZIP=26.3, Synergy_Bliss=25.3, Synergy_Loewe=-38.6, Synergy_HSA=25.1.